This data is from Forward reaction prediction with 1.9M reactions from USPTO patents (1976-2016). The task is: Predict the product of the given reaction. (1) Given the reactants [H-].[Na+].[O:3]=[C:4]1[CH2:10][CH2:9][CH2:8][CH2:7][CH2:6][CH:5]1[C:11]([O:13][CH3:14])=[O:12].[F:15][C:16]([F:31])([S:27](F)(=[O:29])=[O:28])[C:17]([F:26])([F:25])[C:18]([F:24])([F:23])[C:19]([F:22])([F:21])[F:20].Cl, predict the reaction product. The product is: [F:24][C:18]([F:23])([C:19]([F:20])([F:21])[F:22])[C:17]([F:25])([F:26])[C:16]([F:31])([F:15])[S:27]([O:3][C:4]1[CH2:10][CH2:9][CH2:8][CH2:7][CH2:6][C:5]=1[C:11]([O:13][CH3:14])=[O:12])(=[O:28])=[O:29]. (2) The product is: [ClH:32].[NH2:26][C@@H:15]1[CH2:14][N:13]([C:10]2[CH:11]=[CH:12][C:7]([O:6][CH2:5][C:4]3[CH:22]=[CH:23][CH:24]=[C:2]([F:1])[CH:3]=3)=[CH:8][CH:9]=2)[C:17](=[O:18])[CH2:16]1. Given the reactants [F:1][C:2]1[CH:3]=[C:4]([CH:22]=[CH:23][CH:24]=1)[CH2:5][O:6][C:7]1[CH:12]=[CH:11][C:10]([N:13]2[C:17](=[O:18])[CH2:16][C@H:15](C(O)=O)[CH2:14]2)=[CH:9][CH:8]=1.C[N:26]1CCOCC1.[Cl:32]C(OCC(C)C)=O.[N-]=[N+]=[N-].[Na+], predict the reaction product. (3) Given the reactants [Si:1]([O:8][C@@H:9]1[C@@:28]2([CH3:29])[C:13](=[CH:14][CH:15]=[C:16]3[C@@H:27]2[CH2:26][CH2:25][C@@:24]2([CH3:30])[C@H:17]3[CH2:18][CH:19]=[C:20]2[C:21](=[O:23])[CH3:22])[CH2:12][C@@H:11]([O:31][Si:32]([C:35]([CH3:38])([CH3:37])[CH3:36])([CH3:34])[CH3:33])[CH2:10]1)([C:4]([CH3:7])([CH3:6])[CH3:5])([CH3:3])[CH3:2].O.O.O.O.O.O.O.[Cl-].[Ce+3].[Cl-].[Cl-].[BH4-].[Na+], predict the reaction product. The product is: [Si:1]([O:8][C@@H:9]1[C@@:28]2([CH3:29])[C:13](=[CH:14][CH:15]=[C:16]3[C@@H:27]2[CH2:26][CH2:25][C@@:24]2([CH3:30])[C@H:17]3[CH2:18][CH:19]=[C:20]2[C@H:21]([OH:23])[CH3:22])[CH2:12][C@@H:11]([O:31][Si:32]([C:35]([CH3:36])([CH3:38])[CH3:37])([CH3:33])[CH3:34])[CH2:10]1)([C:4]([CH3:7])([CH3:6])[CH3:5])([CH3:3])[CH3:2].[Si:1]([O:8][C@@H:9]1[C@@:28]2([CH3:29])[C:13](=[CH:14][CH:15]=[C:16]3[C@@H:27]2[CH2:26][CH2:25][C@@:24]2([CH3:30])[C@H:17]3[CH2:18][CH:19]=[C:20]2[C@@H:21]([OH:23])[CH3:22])[CH2:12][C@@H:11]([O:31][Si:32]([C:35]([CH3:36])([CH3:38])[CH3:37])([CH3:33])[CH3:34])[CH2:10]1)([C:4]([CH3:7])([CH3:6])[CH3:5])([CH3:3])[CH3:2]. (4) Given the reactants [CH3:1][O:2][C:3]1[CH:15]=[CH:14][C:6]([CH2:7][NH:8][C:9]2[S:10][CH:11]=[N:12][N:13]=2)=[CH:5][CH:4]=1.C[Si]([N-][Si](C)(C)C)(C)C.[Li+].[Cl:26][C:27]1[C:36]2[C:31](=[CH:32][C:33]([S:37](OC3C(F)=C(F)C(F)=C(F)C=3F)(=[O:39])=[O:38])=[CH:34][CH:35]=2)[C:30](=[O:52])[NH:29][N:28]=1, predict the reaction product. The product is: [Cl:26][C:27]1[C:36]2[C:31](=[CH:32][C:33]([S:37]([N:8]([CH2:7][C:6]3[CH:5]=[CH:4][C:3]([O:2][CH3:1])=[CH:15][CH:14]=3)[C:9]3[S:10][CH:11]=[N:12][N:13]=3)(=[O:38])=[O:39])=[CH:34][CH:35]=2)[C:30](=[O:52])[NH:29][N:28]=1. (5) Given the reactants [I:1][CH2:2][C:3]1[N:4]=[C:5]([C:14]2[CH:15]=[C:16](C)[CH:17]=[CH:18][CH:19]=2)[O:6][C:7]=1[C:8]1C=CC=CC=1.C/C(/[C:25](C)=[O:26])=N\O.C(=O)C1C=CC=C(OC)C=1, predict the reaction product. The product is: [I:1][CH2:2][C:3]1[N:4]=[C:5]([C:14]2[CH:19]=[CH:18][CH:17]=[C:16]([O:26][CH3:25])[CH:15]=2)[O:6][C:7]=1[CH3:8]. (6) The product is: [CH3:9][C@H:10]1[CH2:15][N:14]([CH2:7][C:4]2[CH:5]=[CH:6][N:1]=[CH:2][CH:3]=2)[CH2:13][CH2:12][N:11]1[C:16]1[CH:17]=[CH:18][C:19]2[N:20]([C:22]([C:25]([F:27])([F:26])[F:28])=[N:23][N:24]=2)[N:21]=1. Given the reactants [N:1]1[CH:6]=[CH:5][C:4]([CH:7]=O)=[CH:3][CH:2]=1.[CH3:9][C@H:10]1[CH2:15][NH:14][CH2:13][CH2:12][N:11]1[C:16]1[CH:17]=[CH:18][C:19]2[N:20]([C:22]([C:25]([F:28])([F:27])[F:26])=[N:23][N:24]=2)[N:21]=1, predict the reaction product.